Dataset: Full USPTO retrosynthesis dataset with 1.9M reactions from patents (1976-2016). Task: Predict the reactants needed to synthesize the given product. Given the product [ClH:1].[C:22]([N:11]1[C:12]2[CH:17]=[CH:16][CH:15]=[CH:14][C:13]=2[C:7]([CH:6]=[CH:5][C:4]2[CH:18]=[CH:19][C:20]([Cl:21])=[C:2]([Cl:1])[CH:3]=2)=[N:8][CH2:9][CH2:10]1)(=[O:24])[CH3:23], predict the reactants needed to synthesize it. The reactants are: [Cl:1][C:2]1[CH:3]=[C:4]([CH:18]=[CH:19][C:20]=1[Cl:21])[CH:5]=[CH:6][C:7]1=[N:8][CH2:9][CH2:10][NH:11][C:12]2[CH:17]=[CH:16][CH:15]=[CH:14][C:13]1=2.[C:22](OC(=O)C)(=[O:24])[CH3:23].